Predict the reactants needed to synthesize the given product. From a dataset of Full USPTO retrosynthesis dataset with 1.9M reactions from patents (1976-2016). (1) Given the product [CH3:1][C:2]1[C:6]([C:7]2[N:11]([C:12]3[CH:13]=[CH:14][C:15]([OH:18])=[CH:16][CH:17]=3)[C:10]3[CH:20]=[CH:21][CH:22]=[CH:23][C:9]=3[N:8]=2)=[C:5]([CH3:24])[O:4][N:3]=1, predict the reactants needed to synthesize it. The reactants are: [CH3:1][C:2]1[C:6]([C:7]2[N:11]([C:12]3[CH:17]=[CH:16][C:15]([O:18]C)=[CH:14][CH:13]=3)[C:10]3[CH:20]=[CH:21][CH:22]=[CH:23][C:9]=3[N:8]=2)=[C:5]([CH3:24])[O:4][N:3]=1.B(Br)(Br)Br.CO.CCOC(C)=O. (2) Given the product [CH2:1]([O:3][C:4](=[O:30])[CH2:5][CH:6]([OH:29])/[CH:7]=[CH:8]/[C:9]1[C:10]([CH:26]2[CH2:28][CH2:27]2)=[N:11][C:12]2[C:17]([C:18]=1[C:19]1[CH:24]=[CH:23][C:22]([F:25])=[CH:21][CH:20]=1)=[CH:16][CH:15]=[CH:14][CH:13]=2)[CH3:2], predict the reactants needed to synthesize it. The reactants are: [CH2:1]([O:3][C:4](=[O:30])[CH2:5][C:6](=[O:29])/[CH:7]=[CH:8]/[C:9]1[C:10]([CH:26]2[CH2:28][CH2:27]2)=[N:11][C:12]2[C:17]([C:18]=1[C:19]1[CH:24]=[CH:23][C:22]([F:25])=[CH:21][CH:20]=1)=[CH:16][CH:15]=[CH:14][CH:13]=2)[CH3:2].C(O)=O.CCN(CC)CC.C([O-])(O)=O.[Na+]. (3) Given the product [CH3:1][O:2][C:3](=[O:15])[C:4]1[C:5](=[C:10]([NH:24][C:21]2[CH:22]=[CH:23][C:18]([N:17]([CH3:25])[CH3:16])=[CH:19][CH:20]=2)[CH:11]=[CH:12][CH:13]=1)[C:6]([O:8][CH3:9])=[O:7], predict the reactants needed to synthesize it. The reactants are: [CH3:1][O:2][C:3](=[O:15])[C:4]1[C:5](=[C:10](I)[CH:11]=[CH:12][CH:13]=1)[C:6]([O:8][CH3:9])=[O:7].[CH3:16][N:17]([CH3:25])[C:18]1[CH:23]=[CH:22][C:21]([NH2:24])=[CH:20][CH:19]=1.C1C=CC(P(C2C(C3C(P(C4C=CC=CC=4)C4C=CC=CC=4)=CC=C4C=3C=CC=C4)=C3C(C=CC=C3)=CC=2)C2C=CC=CC=2)=CC=1.C(=O)([O-])[O-].[Cs+].[Cs+].